Dataset: Full USPTO retrosynthesis dataset with 1.9M reactions from patents (1976-2016). Task: Predict the reactants needed to synthesize the given product. (1) The reactants are: [NH:1]([CH2:8][CH2:9][C:10]1[CH:15]=[CH:14][CH:13]=[CH:12][N:11]=1)[C:2]1[CH:7]=[CH:6][CH:5]=[CH:4][CH:3]=1.O.[C:17](Cl)(=[O:26])[C:18]1[CH:23]=[CH:22][C:21]([O:24][CH3:25])=[CH:20][CH:19]=1. Given the product [CH3:25][O:24][C:21]1[CH:22]=[CH:23][C:18]([C:17]([N:1]([C:2]2[CH:3]=[CH:4][CH:5]=[CH:6][CH:7]=2)[CH2:8][CH2:9][C:10]2[CH:15]=[CH:14][CH:13]=[CH:12][N:11]=2)=[O:26])=[CH:19][CH:20]=1, predict the reactants needed to synthesize it. (2) Given the product [CH3:23][C:24]1[O:25][C:26]([C@@H:29]2[CH2:34][CH2:33][CH2:32][CH2:31][N:30]2[C:20](=[O:22])/[CH:19]=[CH:18]/[C:9]2[CH:10]=[CH:11][C:12]([C:14]([F:15])([F:16])[F:17])=[CH:13][C:8]=2[CH2:7][N:5]2[N:4]=[N:3][C:2]([CH3:1])=[N:6]2)=[N:27][N:28]=1, predict the reactants needed to synthesize it. The reactants are: [CH3:1][C:2]1[N:3]=[N:4][N:5]([CH2:7][C:8]2[CH:13]=[C:12]([C:14]([F:17])([F:16])[F:15])[CH:11]=[CH:10][C:9]=2/[CH:18]=[CH:19]/[C:20]([OH:22])=O)[N:6]=1.[CH3:23][C:24]1[O:25][C:26]([C@@H:29]2[CH2:34][CH2:33][CH2:32][CH2:31][NH:30]2)=[N:27][N:28]=1.CCN(C(C)C)C(C)C.C(P1(=O)OP(CCC)(=O)OP(CCC)(=O)O1)CC. (3) Given the product [N:1]([CH:4]([CH3:25])[CH2:5][N:6]1[C:14]2[C:9](=[CH:10][CH:11]=[C:12]3[O:18][CH2:17][CH:16]([OH:19])[CH2:15][C:13]3=2)[CH:8]=[N:7]1)=[N+:2]=[N-:3], predict the reactants needed to synthesize it. The reactants are: [N:1]([CH:4]([CH3:25])[CH2:5][N:6]1[C:14]2[C:9](=[CH:10][CH:11]=[C:12]3[O:18][CH2:17][CH:16]([O:19]C(OCC)C)[CH2:15][C:13]3=2)[CH:8]=[N:7]1)=[N+:2]=[N-:3].Cl.C(=O)(O)[O-].[Na+].